The task is: Regression. Given a peptide amino acid sequence and an MHC pseudo amino acid sequence, predict their binding affinity value. This is MHC class II binding data.. This data is from Peptide-MHC class II binding affinity with 134,281 pairs from IEDB. The peptide sequence is VDGIIAAYQNPASWK. The MHC is HLA-DPA10201-DPB11401 with pseudo-sequence HLA-DPA10201-DPB11401. The binding affinity (normalized) is 0.134.